From a dataset of Catalyst prediction with 721,799 reactions and 888 catalyst types from USPTO. Predict which catalyst facilitates the given reaction. (1) Reactant: [CH3:1][C:2]1[CH:6]=[C:5]([N:7]2[CH2:11][CH2:10][N:9]([CH2:12][C:13]3[CH:18]=[CH:17][C:16]([C:19]([F:22])([F:21])[F:20])=[CH:15][CH:14]=3)[C:8]2=[O:23])[S:4][C:3]=1[C:24]([O:26]CC)=[O:25].[OH-].[Na+].Cl. Product: [CH3:1][C:2]1[CH:6]=[C:5]([N:7]2[CH2:11][CH2:10][N:9]([CH2:12][C:13]3[CH:14]=[CH:15][C:16]([C:19]([F:20])([F:21])[F:22])=[CH:17][CH:18]=3)[C:8]2=[O:23])[S:4][C:3]=1[C:24]([OH:26])=[O:25]. The catalyst class is: 8. (2) Reactant: [Cl:1][C:2]1[CH:7]=[CH:6][CH:5]=[C:4]([Cl:8])[C:3]=1Br.[CH3:10][O:11][C:12]1[CH:17]=[CH:16][CH:15]=[CH:14][C:13]=1B(O)O.C(=O)([O-])[O-].[K+].[K+].CC1C=CC(S(OCC2CC3C(C4C=CC=CC=4)=CC=CC=3O2)(=O)=O)=CC=1. Product: [CH3:10][O:11][C:12]1[C:13]([C:3]2[C:2]([Cl:1])=[CH:7][CH:6]=[CH:5][C:4]=2[Cl:8])=[CH:14][CH:15]=[CH:16][CH:17]=1. The catalyst class is: 608. (3) Reactant: [CH3:1][C:2]1[CH:3]=[CH:4][CH:5]=[C:6]2[C:11]=1[N:10]=[C:9]([C:12]1[CH:17]=[CH:16][CH:15]=[CH:14][C:13]=1[CH3:18])[C:8]([CH:19]=[O:20])=[CH:7]2.[BH4-].[Na+]. Product: [CH3:1][C:2]1[CH:3]=[CH:4][CH:5]=[C:6]2[C:11]=1[N:10]=[C:9]([C:12]1[CH:17]=[CH:16][CH:15]=[CH:14][C:13]=1[CH3:18])[C:8]([CH2:19][OH:20])=[CH:7]2. The catalyst class is: 1. (4) Reactant: [S:1]1[CH:5]=[CH:4][N:3]=[C:2]1[C:6]1[CH:7]=[N:8][NH:9][C:10]=1[NH2:11].[Cl:12][C:13]1[CH:18]=[CH:17][C:16]([C:19](=O)[CH2:20][C:21](OCC)=[O:22])=[CH:15][CH:14]=1.CC1C=CC(S(O)(=O)=O)=CC=1. Product: [Cl:12][C:13]1[CH:14]=[CH:15][C:16]([C:19]2[NH:11][C:10]3[N:9]([N:8]=[CH:7][C:6]=3[C:2]3[S:1][CH:5]=[CH:4][N:3]=3)[C:21](=[O:22])[CH:20]=2)=[CH:17][CH:18]=1. The catalyst class is: 114. (5) Reactant: C1(C(=[N:14][C:15]2[N:16]=[CH:17][C:18]([N:21]3[CH2:26][CH2:25][N:24]([C:27]([O:29][C:30]([CH3:33])([CH3:32])[CH3:31])=[O:28])[CH2:23][CH2:22]3)=[N:19][CH:20]=2)C2C=CC=CC=2)C=CC=CC=1.C([O-])(=O)C.[Na+].Cl.NO. Product: [NH2:14][C:15]1[N:16]=[CH:17][C:18]([N:21]2[CH2:22][CH2:23][N:24]([C:27]([O:29][C:30]([CH3:33])([CH3:32])[CH3:31])=[O:28])[CH2:25][CH2:26]2)=[N:19][CH:20]=1. The catalyst class is: 5. (6) Reactant: [CH3:1][C:2]1[S:3][CH:4]=[CH:5][C:6]=1[CH3:7].[CH2:8](Br)[C:9]1[CH:14]=[CH:13][CH:12]=[CH:11][CH:10]=1. Product: [CH2:8]([C:4]1[S:3][C:2]([CH3:1])=[C:6]([CH3:7])[CH:5]=1)[C:9]1[CH:14]=[CH:13][CH:12]=[CH:11][CH:10]=1. The catalyst class is: 1.